Dataset: Forward reaction prediction with 1.9M reactions from USPTO patents (1976-2016). Task: Predict the product of the given reaction. (1) Given the reactants [F:1][C:2]([F:15])([F:14])[C:3]([NH:5][C:6]1[CH:11]=[CH:10][C:9]([Cl:12])=[CH:8][C:7]=1[OH:13])=[O:4].Br[CH2:17][C:18]1[CH:27]=[CH:26][C:21]([C:22]([O:24][CH3:25])=[O:23])=[CH:20][CH:19]=1.C(=O)([O-])[O-].[K+].[K+].Cl, predict the reaction product. The product is: [F:15][C:2]([F:1])([F:14])[C:3]([NH:5][C:6]1[CH:11]=[CH:10][C:9]([Cl:12])=[CH:8][C:7]=1[O:13][CH2:17][C:18]1[CH:27]=[CH:26][C:21]([C:22]([O:24][CH3:25])=[O:23])=[CH:20][CH:19]=1)=[O:4]. (2) The product is: [NH2:51][C:49]1[CH:50]=[C:45]2[C:44]([C:5]3[CH:6]=[C:7]4[C:11](=[C:12]([C:14]([OH:16])=[O:15])[CH:13]=3)[NH:10][N:9]=[CH:8]4)=[CH:43][NH:42][C:46]2=[CH:47][N:48]=1. Given the reactants ClCCl.Br[C:5]1[CH:13]=[C:12]([C:14]([O:16]C)=[O:15])[C:11]2[C:7](=[CH:8][N:9](CC3C=CC(OC)=CC=3)[N:10]=2)[CH:6]=1.C(=O)([O-])[O-].[Cs+].[Cs+].C1(S([N:42]2[C:46]3=[CH:47][N:48]=[C:49]([N:51]=CN(C)C)[CH:50]=[C:45]3[C:44](Br)=[CH:43]2)(=O)=O)C=CC=CC=1.C([SiH](C(C)C)C(C)C)(C)C.[OH-].[Na+], predict the reaction product. (3) Given the reactants Br[C:2]1[CH:7]=[CH:6][C:5]([Br:8])=[CH:4][N:3]=1.[OH:9][CH:10]1[CH2:15][CH2:14][NH:13][CH2:12][CH2:11]1.C([O-])([O-])=O.[K+].[K+], predict the reaction product. The product is: [Br:8][C:5]1[CH:6]=[CH:7][C:2]([N:13]2[CH2:14][CH2:15][CH:10]([OH:9])[CH2:11][CH2:12]2)=[N:3][CH:4]=1. (4) Given the reactants Br[C:2]1[N:7]=[CH:6][C:5]([N:8]2[CH2:13][CH2:12][N:11]([C:14]([O:16][C:17]([CH3:20])([CH3:19])[CH3:18])=[O:15])[CH2:10][CH2:9]2)=[CH:4][CH:3]=1.[Cl:21][C:22]1[C:27]2[N:28]([CH:36]3[CH2:40][CH2:39][CH2:38][CH2:37]3)[C:29]3[N:30]=[C:31]([NH2:35])[N:32]=[CH:33][C:34]=3[C:26]=2[CH:25]=[CH:24][N:23]=1.[Li+].C[Si]([N-][Si](C)(C)C)(C)C.C1COCC1.C1(P(C2C=CC=CC=2)C2C3OC4C(=CC=CC=4P(C4C=CC=CC=4)C4C=CC=CC=4)C(C)(C)C=3C=CC=2)C=CC=CC=1.[NH4+].[Cl-], predict the reaction product. The product is: [Cl:21][C:22]1[C:27]2[N:28]([CH:36]3[CH2:40][CH2:39][CH2:38][CH2:37]3)[C:29]3[N:30]=[C:31]([NH:35][C:2]4[N:7]=[CH:6][C:5]([N:8]5[CH2:13][CH2:12][N:11]([C:14]([O:16][C:17]([CH3:20])([CH3:19])[CH3:18])=[O:15])[CH2:10][CH2:9]5)=[CH:4][CH:3]=4)[N:32]=[CH:33][C:34]=3[C:26]=2[CH:25]=[CH:24][N:23]=1. (5) The product is: [OH:33][NH:34][C:17](=[O:18])[C@H:16]([NH:15][S:12]([CH2:11][C:2]1[CH:3]=[CH:4][C:5]2[C:10](=[CH:9][CH:8]=[CH:7][CH:6]=2)[CH:1]=1)(=[O:14])=[O:13])[C:20]1[CH:25]=[CH:24][CH:23]=[CH:22][CH:21]=1. Given the reactants [CH:1]1[C:10]2[C:5](=[CH:6][CH:7]=[CH:8][CH:9]=2)[CH:4]=[CH:3][C:2]=1[CH2:11][S:12]([NH:15][C@H:16]([C:20]1[CH:25]=[CH:24][CH:23]=[CH:22][CH:21]=1)[C:17](O)=[O:18])(=[O:14])=[O:13].[Si]([O:33][NH2:34])(C(C)(C)C)(C)C.C(=O)(O)[O-].[Na+], predict the reaction product. (6) Given the reactants [F:1][C:2]1[CH:41]=[CH:40][C:39]([F:42])=[CH:38][C:3]=1[CH2:4][C:5]1[CH:6]=[C:7]([NH:16][C:17]2[CH:22]=[CH:21][C:20]([CH:23]3[CH2:28][CH2:27][N:26](C(OC(C)(C)C)=O)[CH2:25][CH2:24]3)=[CH:19][C:18]=2[O:36][CH3:37])[C:8]2[C:13](=[O:14])[NH:12][N:11]=[CH:10][C:9]=2[N:15]=1.[F:43][C:44]([F:49])([F:48])[C:45]([OH:47])=[O:46], predict the reaction product. The product is: [F:1][C:2]1[CH:41]=[CH:40][C:39]([F:42])=[CH:38][C:3]=1[CH2:4][C:5]1[CH:6]=[C:7]([NH:16][C:17]2[CH:22]=[CH:21][C:20]([CH:23]3[CH2:24][CH2:25][NH:26][CH2:27][CH2:28]3)=[CH:19][C:18]=2[O:36][CH3:37])[C:8]2[C:13](=[O:14])[NH:12][N:11]=[CH:10][C:9]=2[N:15]=1.[F:43][C:44]([F:49])([F:48])[C:45]([O-:47])=[O:46]. (7) Given the reactants [Cl:1][C:2]1[CH:7]=[CH:6][CH:5]=[CH:4][C:3]=1[C:8]1[C:9]([C:31]2[CH:36]=[CH:35][C:34]([Cl:37])=[CH:33][CH:32]=2)=[CH:10][C:11]2[N:12]([C:14]([C:17]([NH:19][CH2:20][C:21]3[CH:26]=[CH:25][C:24]([C:27]([F:30])([F:29])[F:28])=[CH:23][CH:22]=3)=[O:18])=[N:15][N:16]=2)[N:13]=1.[H-].[Na+].I[CH3:41], predict the reaction product. The product is: [Cl:1][C:2]1[CH:7]=[CH:6][CH:5]=[CH:4][C:3]=1[C:8]1[C:9]([C:31]2[CH:32]=[CH:33][C:34]([Cl:37])=[CH:35][CH:36]=2)=[CH:10][C:11]2[N:12]([C:14]([C:17]([N:19]([CH3:41])[CH2:20][C:21]3[CH:26]=[CH:25][C:24]([C:27]([F:28])([F:29])[F:30])=[CH:23][CH:22]=3)=[O:18])=[N:15][N:16]=2)[N:13]=1.